From a dataset of Catalyst prediction with 721,799 reactions and 888 catalyst types from USPTO. Predict which catalyst facilitates the given reaction. Reactant: Br[C:2]1[C:3]([C:22]2[CH:27]=[CH:26][C:25]([C:28]([F:31])([F:30])[F:29])=[CH:24][CH:23]=2)=[CH:4][C:5]([O:8][C:9]2[C:14]3[N:15]=[C:16]([NH:18][C:19](=[O:21])[CH3:20])[S:17][C:13]=3[CH:12]=[CH:11][CH:10]=2)=[N:6][CH:7]=1.[F:32][C:33]1[CH:38]=[CH:37][C:36](B(O)O)=[CH:35][CH:34]=1.C([O-])([O-])=O.[Na+].[Na+]. Product: [F:32][C:33]1[CH:38]=[CH:37][C:36]([C:2]2[C:3]([C:22]3[CH:27]=[CH:26][C:25]([C:28]([F:31])([F:30])[F:29])=[CH:24][CH:23]=3)=[CH:4][C:5]([O:8][C:9]3[C:14]4[N:15]=[C:16]([NH:18][C:19](=[O:21])[CH3:20])[S:17][C:13]=4[CH:12]=[CH:11][CH:10]=3)=[N:6][CH:7]=2)=[CH:35][CH:34]=1. The catalyst class is: 77.